Dataset: Catalyst prediction with 721,799 reactions and 888 catalyst types from USPTO. Task: Predict which catalyst facilitates the given reaction. (1) Reactant: [F:1][C:2]1[CH:7]=[CH:6][C:5]([C:8]2[O:9][C:10](=O)[C:11]3[CH:16]=[CH:15][S:14][C:12]=3[N:13]=2)=[CH:4][CH:3]=1.O.[NH2:19][NH2:20]. Product: [NH2:19][N:20]1[C:10](=[O:9])[C:11]2[CH:16]=[CH:15][S:14][C:12]=2[N:13]=[C:8]1[C:5]1[CH:6]=[CH:7][C:2]([F:1])=[CH:3][CH:4]=1. The catalyst class is: 15. (2) Reactant: [N:1]1([NH:7][C:8]([C:10]2[C:14]([CH3:15])=[C:13]([C:16]3[CH:21]=[CH:20][C:19]([O:22]CC4C=CC=CC=4)=[CH:18][CH:17]=3)[N:12]([C:30]3[CH:35]=[CH:34][C:33]([Cl:36])=[CH:32][C:31]=3[Cl:37])[N:11]=2)=[O:9])[CH2:6][CH2:5][O:4][CH2:3][CH2:2]1.B(Br)(Br)Br.O. Product: [N:1]1([NH:7][C:8]([C:10]2[C:14]([CH3:15])=[C:13]([C:16]3[CH:17]=[CH:18][C:19]([OH:22])=[CH:20][CH:21]=3)[N:12]([C:30]3[CH:35]=[CH:34][C:33]([Cl:36])=[CH:32][C:31]=3[Cl:37])[N:11]=2)=[O:9])[CH2:6][CH2:5][O:4][CH2:3][CH2:2]1. The catalyst class is: 2. (3) Reactant: [F:1][CH:2]([F:37])[C:3]1[N:7]([C:8]2[CH:13]=[C:12]([N:14]3[CH2:19][CH2:18][O:17][CH2:16][CH2:15]3)[N:11]=[C:10]([NH:20][CH2:21][C@H:22]3[CH2:27][CH2:26][C@H:25]([NH:28][CH:29]([CH3:32])[CH2:30][F:31])[CH2:24][CH2:23]3)[N:9]=2)[C:6]2[CH:33]=[CH:34][CH:35]=[CH:36][C:5]=2[N:4]=1.[O:38]1CC(O)O[CH2:40][CH:39]1O.C(O[BH-](OC(=O)C)OC(=O)C)(=O)C.[Na+].O. Product: [F:37][CH:2]([F:1])[C:3]1[N:7]([C:8]2[CH:13]=[C:12]([N:14]3[CH2:15][CH2:16][O:17][CH2:18][CH2:19]3)[N:11]=[C:10]([NH:20][CH2:21][C@H:22]3[CH2:27][CH2:26][C@H:25]([N:28]([CH:29]([CH3:32])[CH2:30][F:31])[CH2:40][CH2:39][OH:38])[CH2:24][CH2:23]3)[N:9]=2)[C:6]2[CH:33]=[CH:34][CH:35]=[CH:36][C:5]=2[N:4]=1. The catalyst class is: 4. (4) Reactant: OCCO[P:5](=[O:14])([O:10][CH:11]([CH3:13])[CH3:12])[O:6][CH:7]([CH3:9])[CH3:8].[CH3:15][O:16][CH2:17][CH2:18][O:19][C:20]1[N:28]=[C:27]2[C:23]([NH:24][CH:25]=[N:26]2)=[C:22]([NH2:29])[N:21]=1.C1(P(C2C=CC=CC=2)C2C=CC=CC=2)C=CC=CC=1.N([C:51]([O:53][CH:54](C)[CH3:55])=O)=N[C:51]([O:53][CH:54](C)[CH3:55])=O. Product: [CH:11]([O:10][P:5]([CH2:51][O:53][CH2:54][CH2:55][N:26]1[CH:25]=[N:24][C:23]2[C:27]1=[N:28][C:20]([O:19][CH2:18][CH2:17][O:16][CH3:15])=[N:21][C:22]=2[NH2:29])(=[O:14])[O:6][CH:7]([CH3:8])[CH3:9])([CH3:12])[CH3:13]. The catalyst class is: 3.